From a dataset of Forward reaction prediction with 1.9M reactions from USPTO patents (1976-2016). Predict the product of the given reaction. Given the reactants Br[C:2]1[CH:3]=[C:4]([CH:6]=[C:7]([C:9]([F:12])([F:11])[F:10])[CH:8]=1)[NH2:5].[CH3:13][C:14]1([CH3:30])[C:18]([CH3:20])([CH3:19])[O:17][B:16]([B:16]2[O:17][C:18]([CH3:20])([CH3:19])[C:14]([CH3:30])([CH3:13])[O:15]2)[O:15]1.C([O-])([O-])=O.[Cs+].[Cs+], predict the reaction product. The product is: [CH3:13][C:14]1([CH3:30])[C:18]([CH3:20])([CH3:19])[O:17][B:16]([C:2]2[CH:3]=[C:4]([CH:6]=[C:7]([C:9]([F:12])([F:11])[F:10])[CH:8]=2)[NH2:5])[O:15]1.